From a dataset of Forward reaction prediction with 1.9M reactions from USPTO patents (1976-2016). Predict the product of the given reaction. (1) Given the reactants [CH2:1]([O:8][C:9]([N:11]1[CH2:16][CH2:15][CH:14]([C:17]([OH:19])=O)[CH2:13][CH2:12]1)=[O:10])[C:2]1[CH:7]=[CH:6][CH:5]=[CH:4][CH:3]=1.C(Cl)(=O)C([Cl:23])=O, predict the reaction product. The product is: [Cl:23][C:17]([CH:14]1[CH2:15][CH2:16][N:11]([C:9]([O:8][CH2:1][C:2]2[CH:7]=[CH:6][CH:5]=[CH:4][CH:3]=2)=[O:10])[CH2:12][CH2:13]1)=[O:19]. (2) The product is: [NH2:13][C:11]1[N:12]=[C:7]([N:1]2[CH2:6][CH2:5][N:4]([C:31](=[O:32])[CH2:30][O:29][C:25]3[CH:24]=[C:23]([CH3:34])[CH:28]=[CH:27][CH:26]=3)[CH2:3][CH2:2]2)[C:8]2[N:16]=[C:15]([C:17]3[CH:18]=[N:19][CH:20]=[CH:21][CH:22]=3)[S:14][C:9]=2[N:10]=1. Given the reactants [N:1]1([C:7]2[C:8]3[N:16]=[C:15]([C:17]4[CH:18]=[N:19][CH:20]=[CH:21][CH:22]=4)[S:14][C:9]=3[N:10]=[C:11]([NH2:13])[N:12]=2)[CH2:6][CH2:5][NH:4][CH2:3][CH2:2]1.[C:23]1([CH3:34])[CH:28]=[CH:27][CH:26]=[C:25]([O:29][CH2:30][C:31](O)=[O:32])[CH:24]=1, predict the reaction product.